From a dataset of Catalyst prediction with 721,799 reactions and 888 catalyst types from USPTO. Predict which catalyst facilitates the given reaction. (1) Reactant: [CH3:1][C:2]1[CH:3]=[C:4]([CH:14]([N:16]2[C:24](=[O:25])[C:23]3[CH:22]=[CH:21][N:20]=[C:19]([C:26](OC4C=CC=CC=4)=[O:27])[C:18]=3[CH2:17]2)[CH3:15])[CH:5]=[N:6][C:7]=1[O:8][CH2:9][C:10]([F:13])([F:12])[F:11].[NH2:35][C@@H:36]([CH3:39])[CH2:37][OH:38]. Product: [OH:38][CH2:37][C@@H:36]([NH:35][C:26]([C:19]1[C:18]2[CH2:17][N:16]([CH:14]([C:4]3[CH:5]=[N:6][C:7]([O:8][CH2:9][C:10]([F:13])([F:11])[F:12])=[C:2]([CH3:1])[CH:3]=3)[CH3:15])[C:24](=[O:25])[C:23]=2[CH:22]=[CH:21][N:20]=1)=[O:27])[CH3:39]. The catalyst class is: 1. (2) Reactant: [OH:1][C@H:2]1[CH2:42][N:5]2[C:6](=[O:41])[C@@H:7]([NH:33][C:34](=[O:40])[O:35][C:36]([CH3:39])([CH3:38])[CH3:37])[C@H:8]([CH3:32])[CH2:9][CH:10]([CH3:31])[CH2:11][CH2:12][CH:13]=[CH:14][C@@H:15]3[CH2:20][C@@:16]3([C:21](=[O:30])[NH:22][S:23]([C:26]3([CH3:29])[CH2:28][CH2:27]3)(=[O:25])=[O:24])[NH:17][C:18](=[O:19])[C@@H:4]2[CH2:3]1.Cl[C:44]1[C:53]2[C:48](=[CH:49][C:50]([O:54][CH3:55])=[CH:51][CH:52]=2)[CH:47]=[C:46]([N:56]([CH3:58])[CH3:57])[N:45]=1.CC(C)([O-])C.[K+]. Product: [CH3:57][N:56]([CH3:58])[C:46]1[N:45]=[C:44]([O:1][C@H:2]2[CH2:42][N:5]3[C:6](=[O:41])[C@@H:7]([NH:33][C:34](=[O:40])[O:35][C:36]([CH3:39])([CH3:38])[CH3:37])[C@H:8]([CH3:32])[CH2:9][CH:10]([CH3:31])[CH2:11][CH2:12][CH:13]=[CH:14][C@@H:15]4[CH2:20][C@@:16]4([C:21](=[O:30])[NH:22][S:23]([C:26]4([CH3:29])[CH2:28][CH2:27]4)(=[O:24])=[O:25])[NH:17][C:18](=[O:19])[C@@H:4]3[CH2:3]2)[C:53]2[C:48]([CH:47]=1)=[CH:49][C:50]([O:54][CH3:55])=[CH:51][CH:52]=2. The catalyst class is: 16. (3) Reactant: [C:1]([C:5]1[N:6]=[C:7](Cl)[C:8]2[N:9]([C:11](=[O:14])[NH:12][N:13]=2)[CH:10]=1)([CH3:4])([CH3:3])[CH3:2].[CH3:16][O:17][C:18]1[N:23]=[CH:22][C:21]([CH2:24][CH2:25][NH2:26])=[CH:20][CH:19]=1. Product: [C:1]([C:5]1[N:6]=[C:7]([NH:26][CH2:25][CH2:24][C:21]2[CH:22]=[N:23][C:18]([O:17][CH3:16])=[CH:19][CH:20]=2)[C:8]2[N:9]([C:11](=[O:14])[NH:12][N:13]=2)[CH:10]=1)([CH3:4])([CH3:3])[CH3:2]. The catalyst class is: 1. (4) Reactant: [C:1]([OH:10])(=[O:9])[C:2]1[C:3](=[CH:5][CH:6]=[CH:7][CH:8]=1)[OH:4].[CH3:11][CH2:12][C@@H:13]([C@H:15]([NH:176][C:177]([C@@H:179]([NH:187][C:188]([C@@H:190]([NH:195][C:196]([C@@H:198]([NH:206][C:207]([C@@H:209]([NH:213][C:214]([C@@H:216]([NH:218][C:219]([C@@H:221]([NH:227][C:228]([C@@H:230]([NH:236][C:237]([C@@H:239]([NH:245][C:246]([C@@H:248]([NH:253][C:254]([C@@H:256]([NH:262][C:263]([C@@H:265]([NH:271][C:272]([C@@H:274]([NH:277][C:278]([C@@H:280]([NH:285][C:286]([C@@H:288]([NH:293][C:294]([C@@H:296]([NH:299][C:300]([C@@H:302]([NH:306][C:307]([C@@H:309]([NH:317][C:318]([C@@H:320]([NH:324][C:325]([CH2:327][NH:328][C:329]([C@@H:331]([NH:337][C:338]([CH2:340][NH:341][C:342]([C@@H:344]([NH2:351])[CH2:345][C:346]1[NH:350][CH:349]=[N:348][CH:347]=1)=[O:343])=[O:339])[CH2:332][CH2:333][C:334]([OH:336])=[O:335])=[O:330])=[O:326])[C@H:321]([OH:323])[CH3:322])=[O:319])[CH2:310][C:311]1[CH:312]=[CH:313][CH:314]=[CH:315][CH:316]=1)=[O:308])[C@H:303]([OH:305])[CH3:304])=[O:301])[CH2:297][OH:298])=[O:295])[CH2:289][C:290]([OH:292])=[O:291])=[O:287])[CH2:281][CH:282]([CH3:284])[CH3:283])=[O:279])[CH2:275][OH:276])=[O:273])[CH2:266][CH2:267][CH2:268][CH2:269][NH2:270])=[O:264])[CH2:257][CH2:258][C:259]([NH2:261])=[O:260])=[O:255])[CH2:249][CH2:250][S:251][CH3:252])=[O:247])[CH2:240][CH2:241][C:242]([OH:244])=[O:243])=[O:238])[CH2:231][CH2:232][C:233]([OH:235])=[O:234])=[O:229])[CH2:222][CH2:223][C:224]([OH:226])=[O:225])=[O:220])[CH3:217])=[O:215])[CH:210]([CH3:212])[CH3:211])=[O:208])[CH2:199][CH2:200][CH2:201][NH:202][C:203]([NH2:205])=[NH:204])=[O:197])[CH2:191][CH:192]([CH3:194])[CH3:193])=[O:189])[CH2:180][C:181]1[CH:182]=[CH:183][CH:184]=[CH:185][CH:186]=1)=[O:178])[C:16]([NH:18][C@H:19]([C:25]([NH:27][C@H:28]([C:39]([NH:41][C@H:42]([C:47]([NH:49][C@H:50]([C:56]([NH:58][C@H:59]([C:110]([NH:112][CH2:113][C:114]([NH:116][CH2:117][C:118]([N:120]1[C@H:124]([C:125]([NH:127][C@H:128]([C:131]([NH:133][C@H:134]([C:137]([NH:139][CH2:140][C:141]([NH:143][C@H:144]([C:146]([N:148]2[C@H:152]([C:153]([N:155]3[C@H:159]([C:160]([N:162]4[C@H:166]([C:167]([NH:169][C@H:170]([C:173]([NH2:175])=[O:174])[CH2:171][OH:172])=[O:168])[CH2:165][CH2:164][CH2:163]4)=[O:161])[CH2:158][CH2:157][CH2:156]3)=[O:154])[CH2:151][CH2:150][CH2:149]2)=[O:147])[CH3:145])=[O:142])=[O:138])[CH2:135][OH:136])=[O:132])[CH2:129][OH:130])=[O:126])[CH2:123][CH2:122][CH2:121]1)=[O:119])=[O:115])=[O:111])[CH2:60][C:61]([NH:63][C@@H:64]1[O:69][C@H:68]([CH2:70][OH:71])[C@@H:67]([O:72][C@@H:73]2[O:78][C@H:77]([CH2:79][O:80][C@@:81]3([C:99]([OH:101])=[O:100])[O:86][C@@H:85]([CH2:87][C@H:88]([OH:93])[C@H:89]([OH:92])[CH2:90][OH:91])[C@H:84]([NH:94][C:95]([CH3:97])=[O:96])[C@@H:83]([OH:98])[CH2:82]3)[C@H:76]([OH:102])[C@H:75]([OH:103])[C@H:74]2[OH:104])[C@H:66]([OH:105])[C@H:65]1[NH:106][C:107]([CH3:109])=[O:108])=[O:62])=[O:57])[CH2:51][CH2:52][CH2:53][CH2:54][NH2:55])=[O:48])[CH2:43][CH:44]([CH3:46])[CH3:45])=[O:40])[CH2:29][C:30]1[C:34]2[CH:35]=[CH:36][CH:37]=[CH:38][C:33]=2[NH:32][CH:31]=1)=[O:26])[CH2:20][CH2:21][C:22]([OH:24])=[O:23])=[O:17])[CH3:14].C([O-])(=O)C. Product: [CH3:11][CH2:12][C@@H:13]([C@H:15]([NH:176][C:177]([C@@H:179]([NH:187][C:188]([C@@H:190]([NH:195][C:196]([C@@H:198]([NH:206][C:207]([C@@H:209]([NH:213][C:214]([C@@H:216]([NH:218][C:219]([C@@H:221]([NH:227][C:228]([C@@H:230]([NH:236][C:237]([C@@H:239]([NH:245][C:246]([C@@H:248]([NH:253][C:254]([C@@H:256]([NH:262][C:263]([C@@H:265]([NH:271][C:272]([C@@H:274]([NH:277][C:278]([C@@H:280]([NH:285][C:286]([C@@H:288]([NH:293][C:294]([C@@H:296]([NH:299][C:300]([C@@H:302]([NH:306][C:307]([C@@H:309]([NH:317][C:318]([C@@H:320]([NH:324][C:325]([CH2:327][NH:328][C:329]([C@@H:331]([NH:337][C:338]([CH2:340][NH:341][C:342]([C@@H:344]([NH2:351])[CH2:345][C:346]1[NH:350][CH:349]=[N:348][CH:347]=1)=[O:343])=[O:339])[CH2:332][CH2:333][C:334]([OH:336])=[O:335])=[O:330])=[O:326])[C@H:321]([OH:323])[CH3:322])=[O:319])[CH2:310][C:311]1[CH:312]=[CH:313][CH:314]=[CH:315][CH:316]=1)=[O:308])[C@H:303]([OH:305])[CH3:304])=[O:301])[CH2:297][OH:298])=[O:295])[CH2:289][C:290]([OH:292])=[O:291])=[O:287])[CH2:281][CH:282]([CH3:284])[CH3:283])=[O:279])[CH2:275][OH:276])=[O:273])[CH2:266][CH2:267][CH2:268][CH2:269][NH2:270])=[O:264])[CH2:257][CH2:258][C:259]([NH2:261])=[O:260])=[O:255])[CH2:249][CH2:250][S:251][CH3:252])=[O:247])[CH2:240][CH2:241][C:242]([OH:244])=[O:243])=[O:238])[CH2:231][CH2:232][C:233]([OH:235])=[O:234])=[O:229])[CH2:222][CH2:223][C:224]([OH:226])=[O:225])=[O:220])[CH3:217])=[O:215])[CH:210]([CH3:211])[CH3:212])=[O:208])[CH2:199][CH2:200][CH2:201][NH:202][C:203]([NH2:205])=[NH:204])=[O:197])[CH2:191][CH:192]([CH3:194])[CH3:193])=[O:189])[CH2:180][C:181]1[CH:182]=[CH:183][CH:184]=[CH:185][CH:186]=1)=[O:178])[C:16]([NH:18][C@H:19]([C:25]([NH:27][C@H:28]([C:39]([NH:41][C@H:42]([C:47]([NH:49][C@H:50]([C:56]([NH:58][C@H:59]([C:110]([NH:112][CH2:113][C:114]([NH:116][CH2:117][C:118]([N:120]1[C@H:124]([C:125]([NH:127][C@H:128]([C:131]([NH:133][C@H:134]([C:137]([NH:139][CH2:140][C:141]([NH:143][C@H:144]([C:146]([N:148]2[C@H:152]([C:153]([N:155]3[C@H:159]([C:160]([N:162]4[C@H:166]([C:167]([NH:169][C@H:170]([C:173]([NH2:175])=[O:174])[CH2:171][OH:172])=[O:168])[CH2:165][CH2:164][CH2:163]4)=[O:161])[CH2:158][CH2:157][CH2:156]3)=[O:154])[CH2:151][CH2:150][CH2:149]2)=[O:147])[CH3:145])=[O:142])=[O:138])[CH2:135][OH:136])=[O:132])[CH2:129][OH:130])=[O:126])[CH2:123][CH2:122][CH2:121]1)=[O:119])=[O:115])=[O:111])[CH2:60][C:61]([NH:63][C@@H:64]1[O:69][C@H:68]([CH2:70][OH:71])[C@@H:67]([O:72][C@@H:73]2[O:78][C@H:77]([CH2:79][O:80][C@@:81]3([C:99]([OH:101])=[O:100])[O:86][C@@H:85]([CH2:87][C@H:88]([OH:93])[C@H:89]([OH:92])[CH2:90][OH:91])[C@H:84]([NH:94][C:95]([CH3:97])=[O:96])[C@@H:83]([OH:98])[CH2:82]3)[C@H:76]([OH:102])[C@H:75]([OH:103])[C@H:74]2[OH:104])[C@H:66]([OH:105])[C@H:65]1[NH:106][C:107]([CH3:109])=[O:108])=[O:62])=[O:57])[CH2:51][CH2:52][CH2:53][CH2:54][NH2:55])=[O:48])[CH2:43][CH:44]([CH3:45])[CH3:46])=[O:40])[CH2:29][C:30]1[C:34]2[CH:35]=[CH:36][CH:37]=[CH:38][C:33]=2[NH:32][CH:31]=1)=[O:26])[CH2:20][CH2:21][C:22]([OH:24])=[O:23])=[O:17])[CH3:14].[C:1]([O-:10])(=[O:9])[C:2]1[C:3](=[CH:5][CH:6]=[CH:7][CH:8]=1)[OH:4]. The catalyst class is: 47. (5) Reactant: [CH2:1]([N:5]1[C:9](=[O:10])[C:8](Cl)=[C:7]([C:12]2[CH:17]=[CH:16][C:15]([Cl:18])=[CH:14][CH:13]=2)[S:6]1(=[O:20])=[O:19])[CH2:2][CH2:3][CH3:4].[F:21][CH:22]([F:31])[O:23][C:24]1[CH:30]=[CH:29][C:27]([NH2:28])=[CH:26][CH:25]=1. Product: [CH2:1]([N:5]1[C:9](=[O:10])[C:8]([NH:28][C:27]2[CH:29]=[CH:30][C:24]([O:23][CH:22]([F:21])[F:31])=[CH:25][CH:26]=2)=[C:7]([C:12]2[CH:17]=[CH:16][C:15]([Cl:18])=[CH:14][CH:13]=2)[S:6]1(=[O:20])=[O:19])[CH2:2][CH2:3][CH3:4]. The catalyst class is: 23. (6) Reactant: [NH:1]([C:14]([O:16][C:17]([CH3:20])([CH3:19])[CH3:18])=[O:15])[C@@H:2]([C:11]([OH:13])=[O:12])[CH2:3][C:4]1[CH:9]=[CH:8][C:7]([NH2:10])=[CH:6][CH:5]=1.FC(C(O)=O)(F)F.CCN(CC)CC.[C:35](Cl)(=[O:42])[C:36]1[CH:41]=[CH:40][CH:39]=[CH:38][CH:37]=1. Product: [C:17]([O:16][C:14]([NH:1][C@H:2]([CH2:3][C:4]1[CH:5]=[CH:6][C:7]([NH:10][C:35]([C:36]2[CH:41]=[CH:40][CH:39]=[CH:38][CH:37]=2)=[O:42])=[CH:8][CH:9]=1)[C:11]([OH:13])=[O:12])=[O:15])([CH3:20])([CH3:19])[CH3:18]. The catalyst class is: 2. (7) Reactant: [CH2:1]([N:8]1[CH2:13][CH2:12][O:11][CH:10]([C:14]#N)[CH2:9]1)[C:2]1[CH:7]=[CH:6][CH:5]=[CH:4][CH:3]=1.[C:16]1([Mg]Cl)[CH:21]=[CH:20][CH:19]=[CH:18][CH:17]=1.Cl.C([O:27]CC)C. Product: [CH2:1]([N:8]1[CH2:13][CH2:12][O:11][C@H:10]([C:14]([C:16]2[CH:21]=[CH:20][CH:19]=[CH:18][CH:17]=2)=[O:27])[CH2:9]1)[C:2]1[CH:7]=[CH:6][CH:5]=[CH:4][CH:3]=1. The catalyst class is: 11. (8) Reactant: [NH2:1][CH2:2][C:3]([C:6]1[CH:27]=[CH:26][C:9]([C:10]([NH:12][CH2:13][CH2:14][C:15]2[CH:16]=[C:17]3[C:21](=[CH:22][CH:23]=2)[NH:20][CH:19]=[C:18]3[C:24]#[N:25])=[O:11])=[CH:8][CH:7]=1)([CH3:5])[CH3:4].C[Si]([N:32]=[C:33]=[O:34])(C)C. The catalyst class is: 12. Product: [C:24]([C:18]1[C:17]2[C:21](=[CH:22][CH:23]=[C:15]([CH2:14][CH2:13][NH:12][C:10](=[O:11])[C:9]3[CH:8]=[CH:7][C:6]([C:3]([CH3:5])([CH3:4])[CH2:2][NH:1][C:33]([NH2:32])=[O:34])=[CH:27][CH:26]=3)[CH:16]=2)[NH:20][CH:19]=1)#[N:25]. (9) Reactant: [Cl:1][C:2]1[S:10][C:9]2[S:8](=[O:12])(=[O:11])[NH:7][CH2:6][N:5]([CH2:13][CH3:14])[C:4]=2[CH:3]=1.[N-:15]=[C:16]=[O:17].[CH2:18](N(CC)CC)[CH3:19]. Product: [Cl:1][C:2]1[S:10][C:9]2[S:8](=[O:12])(=[O:11])[N:7]([C:16]([NH:15][CH2:18][CH3:19])=[O:17])[CH2:6][N:5]([CH2:13][CH3:14])[C:4]=2[CH:3]=1. The catalyst class is: 23. (10) Reactant: Br[C:2]1[CH:3]=[CH:4][C:5]([OH:36])=[C:6]([C:8]2[CH:17]=[CH:16][C:15]3[C:10](=[CH:11][CH:12]=[C:13]([C:18]4[N:22]([CH:23]5[CH2:28][CH2:27][CH2:26][CH2:25][CH2:24]5)[C:21]5[CH:29]=[CH:30][C:31]([C:33]([OH:35])=[O:34])=[CH:32][C:20]=5[N:19]=4)[CH:14]=3)[N:9]=2)[CH:7]=1.C([O:39]C(C1C=CC2N(C3CCCCC3)C(C3C=CC(N)=C(C=O)C=3)=NC=2C=1)=O)C.OC1C=C(O)C=CC=1C(=O)C.[OH-].[K+]. Product: [CH:23]1([N:22]2[C:21]3[CH:29]=[CH:30][C:31]([C:33]([OH:35])=[O:34])=[CH:32][C:20]=3[N:19]=[C:18]2[C:13]2[CH:14]=[C:15]3[C:10](=[CH:11][CH:12]=2)[N:9]=[C:8]([C:6]2[CH:7]=[CH:2][C:3]([OH:39])=[CH:4][C:5]=2[OH:36])[CH:17]=[CH:16]3)[CH2:28][CH2:27][CH2:26][CH2:25][CH2:24]1. The catalyst class is: 8.